Dataset: Forward reaction prediction with 1.9M reactions from USPTO patents (1976-2016). Task: Predict the product of the given reaction. (1) Given the reactants [Cl:1][C:2]1[CH:9]=[C:8]([N:10]([CH2:16][C:17]2[CH:22]=[CH:21][CH:20]=[CH:19][C:18]=2[CH3:23])[C@H:11]2[CH2:15][CH2:14][NH:13][CH2:12]2)[CH:7]=[CH:6][C:3]=1[C:4]#[N:5].[OH:24][CH:25]([CH3:29])[CH2:26][CH:27]=O, predict the reaction product. The product is: [Cl:1][C:2]1[CH:9]=[C:8]([N:10]([C@H:11]2[CH2:15][CH2:14][N:13]([CH2:27][CH2:26][CH:25]([OH:24])[CH3:29])[CH2:12]2)[CH2:16][C:17]2[CH:22]=[CH:21][CH:20]=[CH:19][C:18]=2[CH3:23])[CH:7]=[CH:6][C:3]=1[C:4]#[N:5]. (2) Given the reactants C[O:2][C:3](=[O:35])[C:4]1[CH:9]=[CH:8][CH:7]=[C:6]([CH2:10][N:11]2[C:19]3[C:14](=[CH:15][C:16]([F:20])=[CH:17][CH:18]=3)[C@:13]3([CH2:22][C@:21]3([C:26]3[CH:31]=[CH:30][C:29]([C:32]#[N:33])=[CH:28][CH:27]=3)[CH:23]([CH3:25])[CH3:24])[C:12]2=[O:34])[CH:5]=1.[OH-].[Na+].Cl, predict the reaction product. The product is: [C:32]([C:29]1[CH:28]=[CH:27][C:26]([C@@:21]2([CH:23]([CH3:25])[CH3:24])[C@@:13]3([C:14]4[C:19](=[CH:18][CH:17]=[C:16]([F:20])[CH:15]=4)[N:11]([CH2:10][C:6]4[CH:5]=[C:4]([CH:9]=[CH:8][CH:7]=4)[C:3]([OH:35])=[O:2])[C:12]3=[O:34])[CH2:22]2)=[CH:31][CH:30]=1)#[N:33]. (3) Given the reactants [Cl:1][C:2]1[CH:3]=[C:4]([CH:19]=[CH:20][C:21]=1[Cl:22])[CH2:5][N:6]1[CH2:11][CH2:10][N:9]([CH:12]2[CH2:17][CH2:16][CH2:15][CH2:14][CH:13]2[NH2:18])[CH2:8][CH2:7]1.[CH3:23][O:24][C:25]1[CH:26]=[C:27]([N:31]=[C:32]=[O:33])[CH:28]=[CH:29][CH:30]=1, predict the reaction product. The product is: [Cl:1][C:2]1[CH:3]=[C:4]([CH:19]=[CH:20][C:21]=1[Cl:22])[CH2:5][N:6]1[CH2:7][CH2:8][N:9]([CH:12]2[CH2:17][CH2:16][CH2:15][CH2:14][CH:13]2[NH:18][C:32]([NH:31][C:27]2[CH:28]=[CH:29][CH:30]=[C:25]([O:24][CH3:23])[CH:26]=2)=[O:33])[CH2:10][CH2:11]1. (4) The product is: [CH2:1]1[CH:14]2[CH:15]3[C:16]([CH:21]=[O:23])([O:12][CH:13]2[CH2:4][CH:3]=[CH:2]1)[CH2:17][CH:18]=[CH:19][CH2:20]3. Given the reactants [CH:1]#[C:2][C:3]1C=CC(O)=C[CH:4]=1.C([O:12][CH2:13][CH2:14][CH:15]1[CH2:20][CH2:19][CH2:18][CH2:17][CH2:16]1)=C.[CH:21]([O:23]C=C)=C.C(N(CC)CC)C, predict the reaction product. (5) Given the reactants [C:1]([C:4]1[CH:5]=[C:6]2[C:10](=[CH:11][CH:12]=1)[O:9][CH2:8][CH2:7]2)(=O)[CH3:2].O=[C:14]([C:20]([O:22]CC)=O)[C:15]([O:17]CC)=[O:16].O.[NH2:26][NH2:27].[OH-].[Na+].Cl, predict the reaction product. The product is: [C:15]([C:14]1[C:20](=[O:22])[NH:26][N:27]=[C:1]([C:4]2[CH:12]=[CH:11][C:10]3[O:9][CH2:8][CH2:7][C:6]=3[CH:5]=2)[CH:2]=1)([OH:17])=[O:16]. (6) Given the reactants [Cl:1][C:2]1[CH:3]=[C:4]([CH2:12][OH:13])[CH:5]=[C:6]([C:8]([F:11])([F:10])[F:9])[CH:7]=1, predict the reaction product. The product is: [Cl:1][C:2]1[CH:3]=[C:4]([CH:5]=[C:6]([C:8]([F:9])([F:10])[F:11])[CH:7]=1)[CH:12]=[O:13]. (7) Given the reactants [Br:1][C:2]1[CH:7]=[CH:6][C:5]([S:8]([N:11]([C@H:13]2[CH2:18][CH2:17][C@H:16]([OH:19])[CH2:15][CH2:14]2)[CH3:12])(=[O:10])=[O:9])=[CH:4][CH:3]=1.[Br:20][CH2:21][CH2:22][CH2:23][CH2:24][CH2:25][CH2:26]Br, predict the reaction product. The product is: [Br:1][C:2]1[CH:7]=[CH:6][C:5]([S:8]([N:11]([C@H:13]2[CH2:18][CH2:17][C@H:16]([O:19][CH2:26][CH2:25][CH2:24][CH2:23][CH2:22][CH2:21][Br:20])[CH2:15][CH2:14]2)[CH3:12])(=[O:9])=[O:10])=[CH:4][CH:3]=1.